This data is from Reaction yield outcomes from USPTO patents with 853,638 reactions. The task is: Predict the reaction yield, written as a fraction of the theoretical maximum amount of product (1.0 means a 100% yield; for example, 0.34 means a 34% yield). The reactants are [NH2:1][C:2]([C:4]1[CH:5]=[N:6][C:7]2[C:12]([C:13]=1[NH:14][C:15]1[CH:16]=[C:17]([CH:23]=[CH:24][CH:25]=1)[C:18]([O:20]CC)=[O:19])=[CH:11][CH:10]=[C:9]([C:26]1[CH:31]=[CH:30][C:29]([O:32][CH3:33])=[CH:28][C:27]=1[O:34][CH3:35])[CH:8]=2)=[O:3].[OH-].[Na+]. The catalyst is C(O)C. The product is [NH2:1][C:2]([C:4]1[CH:5]=[N:6][C:7]2[C:12]([C:13]=1[NH:14][C:15]1[CH:16]=[C:17]([CH:23]=[CH:24][CH:25]=1)[C:18]([OH:20])=[O:19])=[CH:11][CH:10]=[C:9]([C:26]1[CH:31]=[CH:30][C:29]([O:32][CH3:33])=[CH:28][C:27]=1[O:34][CH3:35])[CH:8]=2)=[O:3]. The yield is 0.530.